From a dataset of hERG potassium channel inhibition data for cardiac toxicity prediction from Karim et al.. Regression/Classification. Given a drug SMILES string, predict its toxicity properties. Task type varies by dataset: regression for continuous values (e.g., LD50, hERG inhibition percentage) or binary classification for toxic/non-toxic outcomes (e.g., AMES mutagenicity, cardiotoxicity, hepatotoxicity). Dataset: herg_karim. (1) The compound is COc1ccc2ncc(F)c(CC[C@]34CC[C@](NCc5nc6c(cc5F)OCC(=O)N6)(CC3)CO4)c2n1. The result is 1 (blocker). (2) The drug is c1ccc(-n2cc(-c3ccnc4ccccc34)cn2)cc1. The result is 1 (blocker). (3) The compound is COc1ccc2ncc(F)c([C@@H](O)CC[C@@H]3CCN(C4CC(c5cc(F)ccc5F)C4)C[C@@H]3C(=O)O)c2c1. The result is 0 (non-blocker). (4) The compound is CC(C)Oc1cc(-n2cnc3ccc(N[C@@H](CO)c4ccc(F)cn4)nc32)n[nH]1. The result is 0 (non-blocker). (5) The compound is COc1cc(N2Cc3cn(-c4ccc(Cl)cc4)nc3C2=O)ccc1N1CC[C@@H](O)C1. The result is 0 (non-blocker). (6) The drug is Cc1nc(C)c(-c2ccc3cc(CCN4CCCC4C)ccc3n2)cc1C(N)=O. The result is 0 (non-blocker). (7) The result is 0 (non-blocker). The drug is NC1(C(=O)NC(CS(N)(=O)=O)c2ccc(Cl)cc2)CCCN(c2ncnc3[nH]ccc23)C1.